Predict the reaction yield, written as a fraction of the theoretical maximum amount of product (1.0 means a 100% yield; for example, 0.34 means a 34% yield). From a dataset of Reaction yield outcomes from USPTO patents with 853,638 reactions. (1) The reactants are [CH3:1][CH:2]1[CH2:8][C:7]2[CH:9]=[C:10]3[O:15][CH2:14][O:13][C:11]3=[CH:12][C:6]=2[C:5]([C:16]2[CH:21]=[CH:20][C:19]([N+:22]([O-:24])=[O:23])=[CH:18][CH:17]=2)=[N:4][NH:3]1.[Cl:25][CH2:26][CH2:27][N:28]=[C:29]=[O:30]. The catalyst is ClCCl. The product is [Cl:25][CH2:26][CH2:27][NH:28][C:29]([N:3]1[CH:2]([CH3:1])[CH2:8][C:7]2[CH:9]=[C:10]3[O:15][CH2:14][O:13][C:11]3=[CH:12][C:6]=2[C:5]([C:16]2[CH:21]=[CH:20][C:19]([N+:22]([O-:24])=[O:23])=[CH:18][CH:17]=2)=[N:4]1)=[O:30]. The yield is 0.940. (2) The reactants are [Cl:1][C:2]1[CH:3]=[C:4]([NH:16][CH2:17][N:18](SC)[C:19]#[N:20])[CH:5]=[C:6]([Cl:15])[C:7]=1[C:8]([N:10]1[CH2:14][CH2:13][CH2:12][CH2:11]1)=[O:9].[NH2:23][NH2:24]. The catalyst is CCO. The product is [NH2:20][C:19]1[NH:24][N:23]=[C:17]([NH:16][C:4]2[CH:5]=[C:6]([Cl:15])[C:7]([C:8]([N:10]3[CH2:11][CH2:12][CH2:13][CH2:14]3)=[O:9])=[C:2]([Cl:1])[CH:3]=2)[N:18]=1. The yield is 0.550.